Predict the reactants needed to synthesize the given product. From a dataset of Full USPTO retrosynthesis dataset with 1.9M reactions from patents (1976-2016). (1) The reactants are: [SH:1][C:2]1[CH:7]=[CH:6][N:5]=[CH:4][CH:3]=1.[Cl:8][C:9]1[N:14]=[C:13]([CH2:15]I)[CH:12]=[C:11]([N:17]2[CH2:22][CH2:21][O:20][CH2:19][C@@H:18]2[CH3:23])[N:10]=1.C1CCN2C(=NCCC2)CC1. Given the product [Cl:8][C:9]1[N:10]=[C:11]([N:17]2[CH2:22][CH2:21][O:20][CH2:19][C@@H:18]2[CH3:23])[CH:12]=[C:13]([CH2:15][S:1][C:2]2[CH:7]=[CH:6][N:5]=[CH:4][CH:3]=2)[N:14]=1, predict the reactants needed to synthesize it. (2) The reactants are: [CH2:1]([C:6]1[S:10][C:9]([NH:11][C:12]([C:14]2[N:15]([CH3:22])[CH:16]=[C:17]([N+:19]([O-:21])=[O:20])[CH:18]=2)=[O:13])=[N:8][C:7]=1[C:23]([OH:25])=O)[CH2:2][CH:3]([CH3:5])[CH3:4].CN1CCOCC1.[N:33]1([CH2:39][CH2:40][NH2:41])[CH2:38][CH2:37][O:36][CH2:35][CH2:34]1.CN(C(ON1N=NC2C=CC=CC1=2)=[N+](C)C)C.F[P-](F)(F)(F)(F)F.[OH-].[Na+]. Given the product [CH2:1]([C:6]1[S:10][C:9]([NH:11][C:12]([C:14]2[N:15]([CH3:22])[CH:16]=[C:17]([N+:19]([O-:21])=[O:20])[CH:18]=2)=[O:13])=[N:8][C:7]=1[C:23]([NH:41][CH2:40][CH2:39][N:33]1[CH2:38][CH2:37][O:36][CH2:35][CH2:34]1)=[O:25])[CH2:2][CH:3]([CH3:5])[CH3:4], predict the reactants needed to synthesize it. (3) Given the product [F:11][C:9]([F:12])([F:10])[C:7]1[CH:6]=[C:5]([C:13]2[N:17]=[CH:16][N:15](/[CH:18]=[CH:19]\[C:20]([NH:27][N:26]([CH3:25])[C:28]3[CH:29]=[N:30][CH:31]=[CH:32][CH:33]=3)=[O:22])[N:14]=2)[CH:4]=[C:3]([C:2]([F:24])([F:23])[F:1])[CH:8]=1, predict the reactants needed to synthesize it. The reactants are: [F:1][C:2]([F:24])([F:23])[C:3]1[CH:4]=[C:5]([C:13]2[N:17]=[CH:16][N:15](/[CH:18]=[CH:19]\[C:20]([OH:22])=O)[N:14]=2)[CH:6]=[C:7]([C:9]([F:12])([F:11])[F:10])[CH:8]=1.[CH3:25][N:26]([C:28]1[CH:29]=[N:30][CH:31]=[CH:32][CH:33]=1)[NH2:27].C(P1(=O)OP(CCC)(=O)OP(CCC)(=O)O1)CC.CCN(C(C)C)C(C)C. (4) Given the product [CH2:10]([O:9][CH:7]([N:5]1[C:4]2[S:12][C:13]([C:15]([OH:17])=[O:16])=[CH:14][C:3]=2[C:2]([NH:28][C:26](=[O:27])[C:25]2[CH:24]=[CH:23][C:22]([O:21][CH3:20])=[CH:30][CH:29]=2)=[N:6]1)[CH3:8])[CH3:11], predict the reactants needed to synthesize it. The reactants are: Br[C:2]1[C:3]2[CH:14]=[C:13]([C:15]([O:17]CC)=[O:16])[S:12][C:4]=2[N:5]([CH:7]([O:9][CH2:10][CH3:11])[CH3:8])[N:6]=1.[CH3:20][O:21][C:22]1[CH:30]=[CH:29][C:25]([C:26]([NH2:28])=[O:27])=[CH:24][CH:23]=1.P([O-])([O-])([O-])=O.[K+].[K+].[K+].CNCCNC. (5) Given the product [CH3:22][S:23]([O:14][CH2:13][CH2:12][CH2:11][C:8]1[CH:7]=[CH:6][C:5]([CH2:1][CH2:2][CH2:3][CH3:4])=[CH:10][CH:9]=1)(=[O:25])=[O:24], predict the reactants needed to synthesize it. The reactants are: [CH2:1]([C:5]1[CH:10]=[CH:9][C:8]([CH2:11][CH2:12][CH2:13][OH:14])=[CH:7][CH:6]=1)[CH2:2][CH2:3][CH3:4].C(N(CC)CC)C.[CH3:22][S:23](Cl)(=[O:25])=[O:24]. (6) Given the product [O:1]=[C:2]1[O:8][C@H:7]([C@H:9]([CH2:11][OH:12])[OH:10])[C:5]([O-:6])=[C:3]1[OH:4].[Mg+2:14].[O:1]=[C:2]1[O:8][C@H:7]([C@H:9]([CH2:11][OH:12])[OH:10])[C:5]([O-:6])=[C:3]1[OH:4], predict the reactants needed to synthesize it. The reactants are: [O:1]=[C:2]1[O:8][C@H:7]([C@H:9]([CH2:11][OH:12])[OH:10])[C:5]([OH:6])=[C:3]1[OH:4].[O-2].[Mg+2:14]. (7) Given the product [Br:1][C:2]1[CH:8]=[C:7]([O:9][CH3:10])[C:6]([Cl:11])=[CH:5][C:3]=1[NH:4][C:13]([NH2:14])=[O:12], predict the reactants needed to synthesize it. The reactants are: [Br:1][C:2]1[CH:8]=[C:7]([O:9][CH3:10])[C:6]([Cl:11])=[CH:5][C:3]=1[NH2:4].[O-:12][C:13]#[N:14].[K+].[OH-].[Na+].